From a dataset of Full USPTO retrosynthesis dataset with 1.9M reactions from patents (1976-2016). Predict the reactants needed to synthesize the given product. (1) Given the product [C:1]([O:5][C:6]([N:8]1[CH2:11][CH:10]([CH2:12][C:13]2[N:14]([CH3:40])[C:15]3[C:20]([N:21]=2)=[C:19]([N:22]2[CH2:23][CH2:24][O:25][CH2:26][CH2:27]2)[N:18]=[C:17]([N:28]2[C:32]4[CH:33]=[CH:34][CH:35]=[CH:36][C:31]=4[N:30]=[C:29]2[CH:37]([CH3:38])[CH3:39])[N:16]=3)[CH2:9]1)=[O:7])([CH3:2])([CH3:4])[CH3:3], predict the reactants needed to synthesize it. The reactants are: [C:1]([O:5][C:6]([N:8]1[CH2:11][C:10](=[CH:12][C:13]2[N:14]([CH3:40])[C:15]3[C:20]([N:21]=2)=[C:19]([N:22]2[CH2:27][CH2:26][O:25][CH2:24][CH2:23]2)[N:18]=[C:17]([N:28]2[C:32]4[CH:33]=[CH:34][CH:35]=[CH:36][C:31]=4[N:30]=[C:29]2[CH:37]([CH3:39])[CH3:38])[N:16]=3)[CH2:9]1)=[O:7])([CH3:4])([CH3:3])[CH3:2]. (2) Given the product [F:20][C:21]([F:30])([F:31])[C:22]1[CH:29]=[CH:28][C:25]([CH2:26][NH:27][S:16]([C:14]2[S:15][C:11]([C:5]3[CH:4]=[C:3]([CH2:1][CH3:2])[C:8](=[O:9])[NH:7][C:6]=3[CH3:10])=[CH:12][CH:13]=2)(=[O:18])=[O:17])=[CH:24][CH:23]=1, predict the reactants needed to synthesize it. The reactants are: [CH2:1]([C:3]1[C:8](=[O:9])[NH:7][C:6]([CH3:10])=[C:5]([C:11]2[S:15][C:14]([S:16](Cl)(=[O:18])=[O:17])=[CH:13][CH:12]=2)[CH:4]=1)[CH3:2].[F:20][C:21]([F:31])([F:30])[C:22]1[CH:29]=[CH:28][C:25]([CH2:26][NH2:27])=[CH:24][CH:23]=1. (3) Given the product [F:1][C:2]1[C:7]([F:8])=[CH:6][C:5]([CH2:13][N:14]([CH3:10])[CH3:15])=[C:4]([OH:9])[CH:3]=1, predict the reactants needed to synthesize it. The reactants are: [F:1][C:2]1[CH:3]=[C:4]([OH:9])[CH:5]=[CH:6][C:7]=1[F:8].[CH2:10]=O.O.[CH3:13][NH:14][CH3:15]. (4) Given the product [CH3:21][O:22][C:23]1[N:28]=[CH:27][C:26]([C:2]2[CH:20]=[CH:19][C:5]3[N:6]=[C:7]([C@H:9]4[CH2:12][C@H:11]([N:13]5[CH2:14][CH2:15][CH2:16][CH2:17]5)[CH2:10]4)[S:8][C:4]=3[CH:3]=2)=[CH:25][N:24]=1, predict the reactants needed to synthesize it. The reactants are: Br[C:2]1[CH:20]=[CH:19][C:5]2[N:6]=[C:7]([C@H:9]3[CH2:12][C@H:11]([N:13]4[CH2:17][CH2:16][CH2:15][C@H:14]4C)[CH2:10]3)[S:8][C:4]=2[CH:3]=1.[CH3:21][O:22][C:23]1[N:28]=[CH:27][C:26](B(O)O)=[CH:25][N:24]=1.N1C=C(B(O)O)C=NC=1. (5) The reactants are: [CH3:1][O:2][C:3]1[CH:4]=[C:5]2[C:9](=[C:10]([NH:12][S:13]([C:16]3[S:17][CH:18]=[CH:19][CH:20]=3)(=[O:15])=[O:14])[CH:11]=1)[NH:8][C:7]([C:21]([O:23]CC)=[O:22])=[CH:6]2.CO.[OH-].[K+].C(O)(=O)CC(CC(O)=O)(C(O)=O)O. Given the product [CH3:1][O:2][C:3]1[CH:4]=[C:5]2[C:9](=[C:10]([NH:12][S:13]([C:16]3[S:17][CH:18]=[CH:19][CH:20]=3)(=[O:15])=[O:14])[CH:11]=1)[NH:8][C:7]([C:21]([OH:23])=[O:22])=[CH:6]2, predict the reactants needed to synthesize it. (6) Given the product [CH2:2]([N:9]1[CH2:14][CH2:13][C:12]2([CH2:23][C:22](=[N:31][O:32][CH3:33])[C:21]3[C:16](=[CH:17][CH:18]=[C:19](/[CH:25]=[CH:26]/[C:27]([NH:29][OH:30])=[O:28])[CH:20]=3)[O:15]2)[CH2:11][CH2:10]1)[C:3]1[CH:8]=[CH:7][CH:6]=[CH:5][CH:4]=1, predict the reactants needed to synthesize it. The reactants are: Cl.[CH2:2]([N:9]1[CH2:14][CH2:13][C:12]2([CH2:23][C:22](=O)[C:21]3[C:16](=[CH:17][CH:18]=[C:19](/[CH:25]=[CH:26]/[C:27]([NH:29][OH:30])=[O:28])[CH:20]=3)[O:15]2)[CH2:11][CH2:10]1)[C:3]1[CH:8]=[CH:7][CH:6]=[CH:5][CH:4]=1.[NH2:31][O:32][CH3:33].Cl.N1C=CC=CC=1.